This data is from Full USPTO retrosynthesis dataset with 1.9M reactions from patents (1976-2016). The task is: Predict the reactants needed to synthesize the given product. (1) Given the product [CH3:36][O:35][N:34]([CH3:33])[C:4](=[O:5])[C:3]1[CH:7]=[CH:8][CH:9]=[CH:10][C:2]=1[CH3:1], predict the reactants needed to synthesize it. The reactants are: [CH3:1][C:2]1[CH:10]=[CH:9][CH:8]=[CH:7][C:3]=1[C:4](O)=[O:5].Cl.CN(C)CCCN=C=NCC.C(N(CC)C(C)C)(C)C.Cl.[CH3:33][NH:34][O:35][CH3:36]. (2) Given the product [C:3]1([NH:7][C:8](=[O:19])[C:9]2[CH:14]=[CH:13][CH:12]=[CH:11][C:10]=2[C:15]([F:17])([F:18])[F:16])[CH2:6][CH2:5][CH:4]=1, predict the reactants needed to synthesize it. The reactants are: C([C:3]1([NH:7][C:8](=[O:19])[C:9]2[CH:14]=[CH:13][CH:12]=[CH:11][C:10]=2[C:15]([F:18])([F:17])[F:16])[CH2:6][CH2:5][CH2:4]1)#N.CC(C)([O-])C.[Na+]. (3) Given the product [CH:29]1([NH:25][C:26](=[O:8])[CH2:30][N:67]([CH3:71])[C:61]([C:46]2[CH:47]=[C:48]3[C:43](=[CH:44][CH:45]=2)[N:42]([S:39]([CH2:37][CH3:38])(=[O:41])=[O:40])[C:54]2[CH2:53][CH2:52][CH:51]([CH:55]4[CH2:56][CH2:57][O:58][CH2:59][CH2:60]4)[CH2:50][C:49]3=2)=[O:63])[CH2:28][CH2:27]1, predict the reactants needed to synthesize it. The reactants are: CN(C([O:8]N1N=NC2C=CC=NC1=2)=[N+](C)C)C.F[P-](F)(F)(F)(F)F.[NH:25]1[CH2:29][CH2:28][CH2:27][C@@H:26]1[C:30](OC(C)(C)C)=O.[CH2:37]([S:39]([N:42]1[C:54]2[CH2:53][CH2:52][CH:51]([CH:55]3[CH2:60][CH2:59][O:58][CH2:57][CH2:56]3)[CH2:50][C:49]=2[C:48]2[C:43]1=[CH:44][CH:45]=[C:46]([C:61]([OH:63])=O)[CH:47]=2)(=[O:41])=[O:40])[CH3:38].C([N:67]([CH2:71]C)C(C)C)(C)C. (4) Given the product [C:20]1([C:19]2[C:14]3[C:13]([N:26]4[CH2:31][CH2:30][CH:29]([CH2:32][O:33][CH2:34][CH2:35][N:36]5[CH2:37][CH2:38][CH2:39][CH2:40]5)[CH2:28][CH2:27]4)=[N:12][CH:11]=[N:16][C:15]=3[O:17][CH:18]=2)[CH:21]=[CH:22][CH:23]=[CH:24][CH:25]=1, predict the reactants needed to synthesize it. The reactants are: N1C=CC=NC=1.CS([C:11]1[N:12]=[C:13]([N:26]2[CH2:31][CH2:30][CH:29]([CH2:32][O:33][CH2:34][CH2:35][N:36]3[CH2:40][CH2:39][CH2:38][CH2:37]3)[CH2:28][CH2:27]2)[C:14]2[C:19]([C:20]3[CH:25]=[CH:24][CH:23]=[CH:22][CH:21]=3)=[CH:18][O:17][C:15]=2[N:16]=1)(=O)=O.[BH4-].[Na+].